This data is from Reaction yield outcomes from USPTO patents with 853,638 reactions. The task is: Predict the reaction yield, written as a fraction of the theoretical maximum amount of product (1.0 means a 100% yield; for example, 0.34 means a 34% yield). (1) The reactants are [S:1]1[CH:5]=[CH:4][N:3]=[C:2]1[CH2:6][N:7]1[C:15]2[C:10](=[CH:11][C:12]([NH:16][C:17]3[C:26]4[C:21](=[CH:22][CH:23]=[CH:24][C:25]=4[O:27][C@H:28]([CH3:33])[C:29](OC)=[O:30])[N:20]=[CH:19][N:18]=3)=[CH:13][CH:14]=2)[CH:9]=[N:8]1.[CH2:34]([NH2:36])[CH3:35]. No catalyst specified. The product is [CH2:34]([NH:36][C:29](=[O:30])[C@H:28]([O:27][C:25]1[CH:24]=[CH:23][CH:22]=[C:21]2[C:26]=1[C:17]([NH:16][C:12]1[CH:11]=[C:10]3[C:15](=[CH:14][CH:13]=1)[N:7]([CH2:6][C:2]1[S:1][CH:5]=[CH:4][N:3]=1)[N:8]=[CH:9]3)=[N:18][CH:19]=[N:20]2)[CH3:33])[CH3:35]. The yield is 0.770. (2) The reactants are [CH3:1][C:2]1[C:3]([C:23]2[CH:28]=[CH:27][CH:26]=[CH:25][CH:24]=2)=[C:4]([O:14][C:15]2[CH:22]=[CH:21][C:18]([CH:19]=[O:20])=[CH:17][CH:16]=2)[C:5]2[C:10]([CH:11]=1)=[CH:9][C:8]([O:12][CH3:13])=[CH:7][CH:6]=2.CC(C)=[O:31].S(=O)(=O)(O)N.Cl([O-])=O.[Na+]. The catalyst is O. The product is [CH3:1][C:2]1[C:3]([C:23]2[CH:28]=[CH:27][CH:26]=[CH:25][CH:24]=2)=[C:4]([O:14][C:15]2[CH:22]=[CH:21][C:18]([C:19]([OH:31])=[O:20])=[CH:17][CH:16]=2)[C:5]2[C:10]([CH:11]=1)=[CH:9][C:8]([O:12][CH3:13])=[CH:7][CH:6]=2. The yield is 0.800. (3) The reactants are [Cl-].O[NH3+:3].[C:4](=[O:7])([O-:6])O.[Na+].CS(C)=O.[C:13]([C:15]1[CH:20]=[CH:19][CH:18]=[CH:17][C:16]=1[C:21]1[CH:26]=[CH:25][C:24]([CH2:27][C:28]2[C:33](=[O:34])[N:32]([CH2:35][C:36]3[CH:45]=[CH:44][CH:43]=[CH:42][C:37]=3[C:38]([O:40][CH3:41])=[O:39])[C:31]([CH3:46])=[N:30][C:29]=2[CH2:47][CH2:48][CH3:49])=[CH:23][CH:22]=1)#[N:14]. The catalyst is C(OCC)(=O)C. The product is [CH3:46][C:31]1[N:32]([CH2:35][C:36]2[CH:45]=[CH:44][CH:43]=[CH:42][C:37]=2[C:38]([O:40][CH3:41])=[O:39])[C:33](=[O:34])[C:28]([CH2:27][C:24]2[CH:23]=[CH:22][C:21]([C:16]3[CH:17]=[CH:18][CH:19]=[CH:20][C:15]=3[C:13]3[NH:3][C:4](=[O:7])[O:6][N:14]=3)=[CH:26][CH:25]=2)=[C:29]([CH2:47][CH2:48][CH3:49])[N:30]=1. The yield is 0.370. (4) The reactants are [C:1]1([C:7](Cl)([C:14]2[CH:19]=[CH:18][CH:17]=[CH:16][CH:15]=2)[C:8]2[CH:13]=[CH:12][CH:11]=[CH:10][CH:9]=2)[CH:6]=[CH:5][CH:4]=[CH:3][CH:2]=1.C(N(CC)CC)C.[C:28](O)(=O)[CH2:29][C:30](CC(O)=O)([C:32](O)=[O:33])[OH:31]. The catalyst is CN(C1C=CN=CC=1)C.ClCCl. The product is [C:7]([O:33][CH2:32][C@@H:30]([OH:31])[CH:29]=[CH2:28])([C:14]1[CH:19]=[CH:18][CH:17]=[CH:16][CH:15]=1)([C:8]1[CH:13]=[CH:12][CH:11]=[CH:10][CH:9]=1)[C:1]1[CH:6]=[CH:5][CH:4]=[CH:3][CH:2]=1. The yield is 0.670. (5) The yield is 0.410. The catalyst is C(Cl)Cl. The reactants are [N:1]([CH2:4][CH2:5][O:6][CH2:7][CH2:8][O:9][CH2:10][CH2:11][O:12][CH2:13][CH2:14][NH2:15])=[N+:2]=[N-:3].[Cl:16][C:17]1[CH:18]=[C:19]2[C:24](=[C:25]([Cl:27])[CH:26]=1)[CH2:23][N:22]([CH2:28][CH3:29])[CH2:21][CH:20]2[C:30]1[CH:31]=[C:32]([S:36](Cl)(=[O:38])=[O:37])[CH:33]=[CH:34][CH:35]=1. The product is [N:1]([CH2:4][CH2:5][O:6][CH2:7][CH2:8][O:9][CH2:10][CH2:11][O:12][CH2:13][CH2:14][NH:15][S:36]([C:32]1[CH:33]=[CH:34][CH:35]=[C:30]([CH:20]2[C:19]3[C:24](=[C:25]([Cl:27])[CH:26]=[C:17]([Cl:16])[CH:18]=3)[CH2:23][N:22]([CH2:28][CH3:29])[CH2:21]2)[CH:31]=1)(=[O:38])=[O:37])=[N+:2]=[N-:3]. (6) The reactants are Cl[S:2]([C:5]1[CH:13]=[CH:12][CH:11]=[C:10]2[C:6]=1[CH2:7][CH:8]([C:14]([O:16][CH3:17])=[O:15])[CH2:9]2)(=[O:4])=[O:3].[F:18][C:19]1[CH:20]=[C:21]([CH:31]=[CH:32][C:33]=1[C:34]([F:37])([F:36])[F:35])[CH2:22][N:23]1[CH2:28][CH:27]([CH3:29])[NH:26][CH:25]([CH3:30])[CH2:24]1.C(=O)([O-])[O-].[K+].[K+]. The yield is 0.500. The catalyst is C(#N)C. The product is [CH3:17][O:16][C:14]([CH:8]1[CH2:7][C:6]2[C:10](=[CH:11][CH:12]=[CH:13][C:5]=2[S:2]([N:26]2[C@H:25]([CH3:30])[CH2:24][N:23]([CH2:22][C:21]3[CH:31]=[CH:32][C:33]([C:34]([F:35])([F:36])[F:37])=[C:19]([F:18])[CH:20]=3)[CH2:28][C@@H:27]2[CH3:29])(=[O:4])=[O:3])[CH2:9]1)=[O:15]. (7) The reactants are [C:1]([O:7][C:8]1[S:16][C:15]2[CH2:14][CH2:13][N:12]([C@@H:17]([C:22]3[CH:27]=[CH:26][CH:25]=[CH:24][C:23]=3[Cl:28])[C:18]([O:20][CH3:21])=[O:19])[CH2:11][C:10]=2[CH:9]=1)(=[O:6])[C:2]([CH3:5])([CH3:4])[CH3:3].Cl. The catalyst is C(OCC)C. The product is [ClH:28].[C:1]([O:7][C:8]1[S:16][C:15]2[CH2:14][CH2:13][N:12]([C@@H:17]([C:22]3[CH:27]=[CH:26][CH:25]=[CH:24][C:23]=3[Cl:28])[C:18]([O:20][CH3:21])=[O:19])[CH2:11][C:10]=2[CH:9]=1)(=[O:6])[C:2]([CH3:5])([CH3:4])[CH3:3]. The yield is 0.920. (8) The reactants are [NH2:1][C:2]1[CH:3]=[CH:4][CH:5]=[C:6]2[C:10]=1[NH:9][C:8]([C:11]([O:13][CH2:14][CH3:15])=[O:12])=[CH:7]2.[CH3:16][N:17]1[CH:21]=[CH:20][N:19]=[C:18]1[S:22](Cl)(=[O:24])=[O:23].N1C=CC=C[CH:27]=1. No catalyst specified. The product is [CH3:27][N:1]([S:22]([C:18]1[N:17]([CH3:16])[CH:21]=[CH:20][N:19]=1)(=[O:24])=[O:23])[C:2]1[CH:3]=[CH:4][CH:5]=[C:6]2[C:10]=1[NH:9][C:8]([C:11]([O:13][CH2:14][CH3:15])=[O:12])=[CH:7]2. The yield is 0.590. (9) The reactants are CN(C)C=O.Br[C:7]1[CH:8]=[CH:9][C:10]([F:15])=[C:11]([CH:14]=1)[C:12]#[N:13].C([Sn](CCCC)(CCCC)[C:21]1[S:22][CH:23]=[CH:24][CH:25]=1)CCC. The catalyst is C(OCC)(=O)C.C1C=CC([P]([Pd]([P](C2C=CC=CC=2)(C2C=CC=CC=2)C2C=CC=CC=2)([P](C2C=CC=CC=2)(C2C=CC=CC=2)C2C=CC=CC=2)[P](C2C=CC=CC=2)(C2C=CC=CC=2)C2C=CC=CC=2)(C2C=CC=CC=2)C2C=CC=CC=2)=CC=1. The product is [F:15][C:10]1[CH:9]=[CH:8][C:7]([C:21]2[S:22][CH:23]=[CH:24][CH:25]=2)=[CH:14][C:11]=1[C:12]#[N:13]. The yield is 0.890.